This data is from TCR-epitope binding with 47,182 pairs between 192 epitopes and 23,139 TCRs. The task is: Binary Classification. Given a T-cell receptor sequence (or CDR3 region) and an epitope sequence, predict whether binding occurs between them. The epitope is FVRATATIPI. The TCR CDR3 sequence is CASTSFQAVEAFF. Result: 0 (the TCR does not bind to the epitope).